Dataset: Catalyst prediction with 721,799 reactions and 888 catalyst types from USPTO. Task: Predict which catalyst facilitates the given reaction. Reactant: [OH:1][P:2]1(=[O:12])[O:7][C:6]2[CH:8]=[CH:9][CH:10]=[CH:11][C:5]=2[CH2:4][O:3]1.C(N(CC)CC)C.Cl[CH2:21][O:22][C:23]1[C:28]([CH:29]([CH3:31])[CH3:30])=[CH:27][CH:26]=[CH:25][C:24]=1[C@@H:32]([CH:34]1[CH2:36][CH2:35]1)[CH3:33]. Product: [CH:34]1([C@H:32]([C:24]2[CH:25]=[CH:26][CH:27]=[C:28]([CH:29]([CH3:31])[CH3:30])[C:23]=2[O:22][CH2:21][O:12][P:2]2(=[O:1])[O:7][C:6]3[CH:8]=[CH:9][CH:10]=[CH:11][C:5]=3[CH2:4][O:3]2)[CH3:33])[CH2:36][CH2:35]1. The catalyst class is: 10.